This data is from Reaction yield outcomes from USPTO patents with 853,638 reactions. The task is: Predict the reaction yield, written as a fraction of the theoretical maximum amount of product (1.0 means a 100% yield; for example, 0.34 means a 34% yield). (1) The reactants are [CH2:1]([O:3][C:4]([C:6]1[CH:15]=[CH:14][C:13]2[C:8](=[CH:9][CH:10]=[C:11](Br)[CH:12]=2)[CH:7]=1)=[O:5])[CH3:2].B1(B2OC(C)(C)C(C)(C)O2)OC(C)(C)C(C)(C)O1.ClCCl.C([O-])(=O)C.[K+].Br[C:44]1[C:52]2[C:47](=[CH:48][CH:49]=[C:50]([C:53]#[N:54])[CH:51]=2)[N:46]([CH:55]2[CH2:60][CH2:59][CH2:58][CH2:57][O:56]2)[N:45]=1.P([O-])([O-])([O-])=O.[K+].[K+].[K+]. The catalyst is CN(C=O)C. The product is [CH2:1]([O:3][C:4]([C:6]1[CH:15]=[CH:14][C:13]2[C:8](=[CH:9][CH:10]=[C:11]([C:44]3[C:52]4[C:47](=[CH:48][CH:49]=[C:50]([C:53]#[N:54])[CH:51]=4)[N:46]([CH:55]4[CH2:60][CH2:59][CH2:58][CH2:57][O:56]4)[N:45]=3)[CH:12]=2)[CH:7]=1)=[O:5])[CH3:2]. The yield is 0.730. (2) The reactants are [NH2:1][C:2]1[CH:3]=[N:4][CH:5]=[CH:6][C:7]=1[N:8]1[CH2:13][C@H:12]([CH3:14])[C@@H:11]([O:15][Si:16]([C:19]([CH3:22])([CH3:21])[CH3:20])([CH3:18])[CH3:17])[C@H:10]([NH:23][C:24](=[O:30])[O:25][C:26]([CH3:29])([CH3:28])[CH3:27])[CH2:9]1.[Br:31][C:32]1[CH:41]=[C:40]2[C:35]([CH:36]=[CH:37][C:38]([C:42](O)=[O:43])=[N:39]2)=[CH:34][CH:33]=1.C(N(CC)C(C)C)(C)C. The catalyst is ClCCCl.CCOC(C)=O.CN(C(ON1N=NC2C=CC=NC1=2)=[N+](C)C)C.F[P-](F)(F)(F)(F)F. The product is [Br:31][C:32]1[CH:41]=[C:40]2[C:35]([CH:36]=[CH:37][C:38]([C:42]([NH:1][C:2]3[CH:3]=[N:4][CH:5]=[CH:6][C:7]=3[N:8]3[CH2:13][C@H:12]([CH3:14])[C@@H:11]([O:15][Si:16]([C:19]([CH3:22])([CH3:21])[CH3:20])([CH3:18])[CH3:17])[C@H:10]([NH:23][C:24](=[O:30])[O:25][C:26]([CH3:29])([CH3:28])[CH3:27])[CH2:9]3)=[O:43])=[N:39]2)=[CH:34][CH:33]=1. The yield is 0.850. (3) The product is [CH:1]12[CH2:29][CH:4]([CH:5]([CH2:7][NH:8][C:9]([C:11]3[C:12]([S:17][CH2:18][CH2:19][CH2:20][C:21]4[CH:22]=[CH:23][C:24]([OH:27])=[CH:25][CH:26]=4)=[N:13][CH:14]=[CH:15][CH:16]=3)=[O:10])[CH2:6]1)[CH2:3][CH2:2]2. The reactants are [CH:1]12[CH2:29][CH:4]([CH:5]([CH2:7][NH:8][C:9]([C:11]3[C:12]([S:17][CH2:18][CH2:19][CH2:20][C:21]4[CH:26]=[CH:25][C:24]([O:27]C)=[CH:23][CH:22]=4)=[N:13][CH:14]=[CH:15][CH:16]=3)=[O:10])[CH2:6]1)[CH2:3][CH2:2]2.B(Br)(Br)Br. The catalyst is C(Cl)Cl. The yield is 0.840. (4) The reactants are [CH3:1][N:2]1[C:6](S(C)(=O)=O)=[N:5][N:4]=[C:3]1[C:11]1[CH:16]=[CH:15][N:14]=[CH:13][CH:12]=1.[Cl:17][C:18]1[CH:19]=[C:20]([C:24]2[O:28][N:27]=[C:26]([CH:29]([OH:31])[CH3:30])[N:25]=2)[CH:21]=[CH:22][CH:23]=1.C(=O)([O-])[O-].[Cs+].[Cs+]. The catalyst is CN(C=O)C. The product is [Cl:17][C:18]1[CH:19]=[C:20]([C:24]2[O:28][N:27]=[C:26]([CH:29]([O:31][C:6]3[N:2]([CH3:1])[C:3]([C:11]4[CH:16]=[CH:15][N:14]=[CH:13][CH:12]=4)=[N:4][N:5]=3)[CH3:30])[N:25]=2)[CH:21]=[CH:22][CH:23]=1. The yield is 0.150. (5) The reactants are I[C:2]1[C:10]2[C:9](=[O:11])[N:8]([CH2:12][O:13][CH2:14][CH2:15][Si:16]([CH3:19])([CH3:18])[CH3:17])[N:7]=[CH:6][C:5]=2[N:4]([CH2:20][O:21][CH2:22][CH2:23][Si:24]([CH3:27])([CH3:26])[CH3:25])[CH:3]=1.C1(P([C:41]2[CH:46]=CC=CC=2)C2C=CC=CC=2)C=CC=CC=1.C(N(CC)CC)C. The catalyst is Cl[Pd](Cl)([P](C1C=CC=CC=1)(C1C=CC=CC=1)C1C=CC=CC=1)[P](C1C=CC=CC=1)(C1C=CC=CC=1)C1C=CC=CC=1.O1CCCC1. The product is [CH3:25][Si:24]([CH3:27])([CH3:26])[CH2:23][CH2:22][O:21][CH2:20][N:4]1[C:5]2[CH:6]=[N:7][N:8]([CH2:12][O:13][CH2:14][CH2:15][Si:16]([CH3:19])([CH3:18])[CH3:17])[C:9](=[O:11])[C:10]=2[C:2]([C:41]#[C:46][Si:16]([CH3:18])([CH3:17])[CH3:15])=[CH:3]1. The yield is 0.880. (6) The reactants are C[O:2][C:3](=[O:36])[CH2:4][CH2:5][CH2:6][C:7]#[C:8][C:9]1[CH:14]=[CH:13][C:12]([C:15]([CH2:33][CH3:34])([C:18]2[CH:23]=[CH:22][C:21]([CH2:24][CH2:25][CH:26]([OH:31])[C:27]([CH3:30])([CH3:29])[CH3:28])=[C:20]([CH3:32])[CH:19]=2)[CH2:16][CH3:17])=[CH:11][C:10]=1[CH3:35].[OH-].[Na+].C(OCC)(=O)C. The catalyst is CO. The product is [CH2:16]([C:15]([C:12]1[CH:13]=[CH:14][C:9]([C:8]#[C:7][CH2:6][CH2:5][CH2:4][C:3]([OH:36])=[O:2])=[C:10]([CH3:35])[CH:11]=1)([C:18]1[CH:23]=[CH:22][C:21]([CH2:24][CH2:25][CH:26]([OH:31])[C:27]([CH3:29])([CH3:30])[CH3:28])=[C:20]([CH3:32])[CH:19]=1)[CH2:33][CH3:34])[CH3:17]. The yield is 0.130. (7) The reactants are [CH3:1][N:2]1[CH2:7][CH2:6][C:5](=O)[CH2:4][CH2:3]1.[CH3:9][C:10]1[CH:17]=[CH:16][C:13]([CH2:14][NH2:15])=[CH:12][CH:11]=1.C(O)(=O)C.[BH3-]C#N.[Na+]. The catalyst is CO. The product is [CH3:9][C:10]1[CH:17]=[CH:16][C:13]([CH2:14][NH:15][CH:5]2[CH2:6][CH2:7][N:2]([CH3:1])[CH2:3][CH2:4]2)=[CH:12][CH:11]=1. The yield is 0.930.